This data is from Forward reaction prediction with 1.9M reactions from USPTO patents (1976-2016). The task is: Predict the product of the given reaction. (1) Given the reactants Cl.C([O:5][CH2:6][C:7]1[C:12]([F:13])=[C:11]([N+:14]([O-:16])=[O:15])[CH:10]=[C:9]([F:17])[C:8]=1[F:18])(=O)C.C(=O)(O)[O-].[Na+], predict the reaction product. The product is: [F:18][C:8]1[C:9]([F:17])=[CH:10][C:11]([N+:14]([O-:16])=[O:15])=[C:12]([F:13])[C:7]=1[CH2:6][OH:5]. (2) Given the reactants [CH3:1][N:2]1[CH:6]([C:7]([O:9]C(C)(C)C)=[O:8])[CH2:5][N:4]([C:14]2[C:19]([CH3:20])=[CH:18][CH:17]=[CH:16][N:15]=2)[C:3]1=[O:21].[C:22]([OH:28])([C:24]([F:27])([F:26])[F:25])=[O:23].C(Cl)Cl, predict the reaction product. The product is: [OH:28][C:22]([C:24]([F:27])([F:26])[F:25])=[O:23].[CH3:1][N:2]1[CH:6]([C:7]([OH:9])=[O:8])[CH2:5][N:4]([C:14]2[C:19]([CH3:20])=[CH:18][CH:17]=[CH:16][N:15]=2)[C:3]1=[O:21].